Dataset: Reaction yield outcomes from USPTO patents with 853,638 reactions. Task: Predict the reaction yield, written as a fraction of the theoretical maximum amount of product (1.0 means a 100% yield; for example, 0.34 means a 34% yield). (1) The reactants are [CH2:1]1[C:9]2[C:4](=[CH:5][CH:6]=[CH:7][CH:8]=2)[CH2:3][CH:2]1[C:10]([NH2:12])=[O:11].S(Cl)(Cl)=O.[CH3:17][C@H:18]1[CH2:23][N:22]([C:24]2[CH:29]=[CH:28][C:27]([O:30][C:31]([F:34])([F:33])[F:32])=[CH:26][CH:25]=2)[CH2:21][C@@H:20]([CH3:35])[N:19]1[S:36](C1C=CC=C2C=1CC(C(O)=O)C2)(=[O:38])=[O:37]. The catalyst is C1COCC1. The product is [CH3:35][C@H:20]1[CH2:21][N:22]([C:24]2[CH:25]=[CH:26][C:27]([O:30][C:31]([F:34])([F:32])[F:33])=[CH:28][CH:29]=2)[CH2:23][C@@H:18]([CH3:17])[N:19]1[S:36]([C:5]1[CH:6]=[CH:7][CH:8]=[C:9]2[C:4]=1[CH2:3][CH:2]([C:10]([NH2:12])=[O:11])[CH2:1]2)(=[O:37])=[O:38]. The yield is 0.760. (2) The reactants are Br[C:2]1[CH:7]=[CH:6][C:5]([Cl:8])=[C:4]([F:9])[CH:3]=1.[B:10]1([B:10]2[O:14][C:13]([CH3:16])([CH3:15])[C:12]([CH3:18])([CH3:17])[O:11]2)[O:14][C:13]([CH3:16])([CH3:15])[C:12]([CH3:18])([CH3:17])[O:11]1.C([O-])(=O)C.[K+]. The catalyst is O1CCOCC1.Cl[Pd](Cl)([P](C1C=CC=CC=1)(C1C=CC=CC=1)C1C=CC=CC=1)[P](C1C=CC=CC=1)(C1C=CC=CC=1)C1C=CC=CC=1. The product is [Cl:8][C:5]1[CH:6]=[CH:7][C:2]([B:10]2[O:14][C:13]([CH3:16])([CH3:15])[C:12]([CH3:18])([CH3:17])[O:11]2)=[CH:3][C:4]=1[F:9]. The yield is 0.590. (3) The reactants are [CH2:1]([N:8]1[CH2:21][CH2:20][C:19]2[C:18]3[C:13](=[CH:14][CH:15]=[C:16]4[O:25][CH2:24][CH:23]=[CH:22][C:17]4=3)[NH:12][C:11]=2[CH2:10][CH2:9]1)[C:2]1[CH:7]=[CH:6][CH:5]=[CH:4][CH:3]=1.[H-].[Na+].[O:28]([CH2:35][CH2:36][CH2:37][CH2:38]Br)[C:29]1[CH:34]=[CH:33][CH:32]=[CH:31][CH:30]=1.O. The catalyst is CN(C)C=O.C(OCC)(=O)C. The product is [CH2:1]([N:8]1[CH2:21][CH2:20][C:19]2[C:18]3[C:13](=[CH:14][CH:15]=[C:16]4[O:25][CH2:24][CH:23]=[CH:22][C:17]4=3)[N:12]([CH2:38][CH2:37][CH2:36][CH2:35][O:28][C:29]3[CH:34]=[CH:33][CH:32]=[CH:31][CH:30]=3)[C:11]=2[CH2:10][CH2:9]1)[C:2]1[CH:3]=[CH:4][CH:5]=[CH:6][CH:7]=1. The yield is 0.290. (4) The reactants are F[C:2]1[CH:3]=[C:4]2[C:9](=[CH:10][CH:11]=1)[C:8](=[O:12])[NH:7][CH2:6][CH2:5]2.[C:13]([O:17][C:18]([N:20]1[CH2:25][CH2:24][NH:23][CH2:22][CH2:21]1)=[O:19])([CH3:16])([CH3:15])[CH3:14].O. The catalyst is CS(C)=O. The product is [C:13]([O:17][C:18]([N:20]1[CH2:25][CH2:24][N:23]([C:2]2[CH:3]=[C:4]3[C:9](=[CH:10][CH:11]=2)[C:8](=[O:12])[NH:7][CH2:6][CH2:5]3)[CH2:22][CH2:21]1)=[O:19])([CH3:16])([CH3:14])[CH3:15]. The yield is 0.249. (5) The reactants are [CH2:1]([O:8][CH2:9][CH:10]1[CH2:15][CH2:14][CH:13]=[CH:12][O:11]1)[C:2]1[CH:7]=[CH:6][CH:5]=[CH:4][CH:3]=1.B1C2CCCC1CCC2.B(O[O-])=[O:26].[Na+]. The catalyst is C1COCC1.O. The product is [CH2:1]([O:8][CH2:9][CH:10]1[O:11][CH2:12][CH:13]([OH:26])[CH2:14][CH2:15]1)[C:2]1[CH:7]=[CH:6][CH:5]=[CH:4][CH:3]=1. The yield is 0.400. (6) The reactants are C(O[CH:4](OCC)[CH:5]1[C:14]2([CH2:19][CH2:18][N:17](C(OC(C)(C)C)=O)[CH2:16][CH2:15]2)[O:13][C:12]2[C:7](=[CH:8][C:9]([F:27])=[CH:10][CH:11]=2)[C:6]1=O)C.[ClH:32].[CH3:33][NH:34][NH2:35]. No catalyst specified. The product is [ClH:32].[F:27][C:9]1[CH:10]=[CH:11][C:12]2[O:13][C:14]3([C:5]4[C:6](=[N:35][N:34]([CH3:33])[CH:4]=4)[C:7]=2[CH:8]=1)[CH2:19][CH2:18][NH:17][CH2:16][CH2:15]3. The yield is 0.260.